This data is from Reaction yield outcomes from USPTO patents with 853,638 reactions. The task is: Predict the reaction yield, written as a fraction of the theoretical maximum amount of product (1.0 means a 100% yield; for example, 0.34 means a 34% yield). The reactants are [NH:1]1[CH2:4][CH:3]([NH:5][C:6](=[O:37])[C:7]2[CH:12]=[C:11]([O:13][CH3:14])[C:10]([NH:15][C:16]3[N:17]=[CH:18][C:19]4[N:25]([CH3:26])[C:24](=[O:27])[C:23]([F:29])([F:28])[CH2:22][N:21]([CH:30]5[CH2:34][CH2:33][CH2:32][CH2:31]5)[C:20]=4[N:35]=3)=[CH:9][C:8]=2[F:36])[CH2:2]1.C(Cl)Cl.CO.[CH3:43][C:44]([CH3:46])=O. The catalyst is CC(O)=O. The product is [CH:30]1([N:21]2[CH2:22][C:23]([F:28])([F:29])[C:24](=[O:27])[N:25]([CH3:26])[C:19]3[CH:18]=[N:17][C:16]([NH:15][C:10]4[C:11]([O:13][CH3:14])=[CH:12][C:7]([C:6]([NH:5][CH:3]5[CH2:2][N:1]([CH:44]([CH3:46])[CH3:43])[CH2:4]5)=[O:37])=[C:8]([F:36])[CH:9]=4)=[N:35][C:20]2=3)[CH2:34][CH2:33][CH2:32][CH2:31]1. The yield is 0.0300.